This data is from Reaction yield outcomes from USPTO patents with 853,638 reactions. The task is: Predict the reaction yield, written as a fraction of the theoretical maximum amount of product (1.0 means a 100% yield; for example, 0.34 means a 34% yield). (1) The reactants are N(OC(C)(C)C)=O.N[C:9]1[S:10][C:11]([CH3:18])=[C:12]([C:14]([O:16][CH3:17])=[O:15])[N:13]=1. The catalyst is O1CCOCC1. The product is [CH3:18][C:11]1[S:10][CH:9]=[N:13][C:12]=1[C:14]([O:16][CH3:17])=[O:15]. The yield is 0.630. (2) The reactants are [CH3:1][CH:2]([CH3:36])[CH2:3][CH:4]([C:21]1[CH:35]=[CH:34][C:24]([C:25]([NH:27][CH2:28][CH2:29][C:30]([O:32]C)=[O:31])=[O:26])=[CH:23][CH:22]=1)[CH2:5][C:6]1[CH:11]=[CH:10][C:9]([N:12]2[CH:16]=[C:15]([C:17]([F:20])([F:19])[F:18])[CH:14]=[N:13]2)=[CH:8][CH:7]=1.O1CCCC1.[OH-].[Na+]. The catalyst is CO. The product is [CH3:1][CH:2]([CH3:36])[CH2:3][CH:4]([C:21]1[CH:35]=[CH:34][C:24]([C:25]([NH:27][CH2:28][CH2:29][C:30]([OH:32])=[O:31])=[O:26])=[CH:23][CH:22]=1)[CH2:5][C:6]1[CH:7]=[CH:8][C:9]([N:12]2[CH:16]=[C:15]([C:17]([F:20])([F:19])[F:18])[CH:14]=[N:13]2)=[CH:10][CH:11]=1. The yield is 1.00. (3) The reactants are [Cl:1][C:2]1[C:7]([F:8])=[CH:6][CH:5]=[C:4]([F:9])[C:3]=1[CH:10]([N:12]1[CH2:17][CH2:16][NH:15][C:14]2[N:18]=[CH:19][C:20](I)=[CH:21][C:13]1=2)[CH3:11].[CH3:23][N:24]1[CH2:29][CH2:28][N:27]([C:30]2[CH:35]=[CH:34][C:33](B3OC(C)(C)C(C)(C)O3)=[CH:32][N:31]=2)[CH2:26][CH2:25]1. No catalyst specified. The product is [Cl:1][C:2]1[C:7]([F:8])=[CH:6][CH:5]=[C:4]([F:9])[C:3]=1[CH:10]([N:12]1[CH2:17][CH2:16][NH:15][C:14]2[N:18]=[CH:19][C:20]([C:33]3[CH:32]=[N:31][C:30]([N:27]4[CH2:26][CH2:25][N:24]([CH3:23])[CH2:29][CH2:28]4)=[CH:35][CH:34]=3)=[CH:21][C:13]1=2)[CH3:11]. The yield is 0.150. (4) The reactants are [Cl:1][C:2]1[CH:3]=[C:4]([C:12]2[N:16]=[C:15]([C:17]3[CH:22]=[CH:21][C:20]([C:23]([NH2:26])([CH3:25])[CH3:24])=[CH:19][CH:18]=3)[O:14][N:13]=2)[CH:5]=[CH:6][C:7]=1[O:8][CH:9]([CH3:11])[CH3:10].C(O)(=O)C.[C:31]([O:35][CH3:36])(=[O:34])[CH:32]=[CH2:33]. The catalyst is CO. The product is [Cl:1][C:2]1[CH:3]=[C:4]([C:12]2[N:16]=[C:15]([C:17]3[CH:22]=[CH:21][C:20]([C:23]([NH:26][CH2:33][CH2:32][C:31]([O:35][CH3:36])=[O:34])([CH3:24])[CH3:25])=[CH:19][CH:18]=3)[O:14][N:13]=2)[CH:5]=[CH:6][C:7]=1[O:8][CH:9]([CH3:11])[CH3:10]. The yield is 0.597. (5) The reactants are [O:1]1[CH2:6][CH2:5][N:4]([C:7]2[CH:8]=[N:9][CH:10]=[C:11]([N+:14]([O-])=O)[C:12]=2[NH2:13])[CH2:3][CH2:2]1. The catalyst is CO.[Pd]. The yield is 0.370. The product is [O:1]1[CH2:6][CH2:5][N:4]([C:7]2[C:12]([NH2:13])=[C:11]([NH2:14])[CH:10]=[N:9][CH:8]=2)[CH2:3][CH2:2]1.